Dataset: Forward reaction prediction with 1.9M reactions from USPTO patents (1976-2016). Task: Predict the product of the given reaction. (1) Given the reactants [CH3:1][N:2]([CH3:33])[CH2:3][CH2:4][N:5]([CH3:32])[C:6]1[C:11]([N+:12]([O-])=O)=[CH:10][C:9]([NH:15][C:16]2[N:21]=[C:20]([N:22]3[CH:26]=[C:25]([CH:27]=O)[C:24]([CH3:29])=[N:23]3)[CH:19]=[CH:18][N:17]=2)=[C:8]([O:30][CH3:31])[CH:7]=1.Cl.[NH:35]1[CH2:38][CH2:37][CH2:36]1, predict the reaction product. The product is: [N:35]1([CH2:27][C:25]2[C:24]([CH3:29])=[N:23][N:22]([C:20]3[CH:19]=[CH:18][N:17]=[C:16]([NH:15][C:9]4[C:8]([O:30][CH3:31])=[CH:7][C:6]([N:5]([CH2:4][CH2:3][N:2]([CH3:1])[CH3:33])[CH3:32])=[C:11]([NH:12][C:8](=[O:30])[CH:7]=[CH2:6])[CH:10]=4)[N:21]=3)[CH:26]=2)[CH2:38][CH2:37][CH2:36]1. (2) Given the reactants [Na:1].COC1OCC([CH2:10][O:11][C:12]2[CH:17]=[CH:16][N:15]=[C:14]([CH2:18][S:19]([C:21]3[NH:25][C:24]4[CH:26]=[CH:27][CH:28]=[CH:29][C:23]=4[N:22]=3)=[O:20])[C:13]=2[CH3:30])CO1.[CH3:31][O:32][CH2:33][C:34]1([CH2:40]CO)[O:39][CH2:38][CH2:37][CH2:36][O:35]1, predict the reaction product. The product is: [Na:1].[CH3:31][O:32][CH2:33][C:34]1([CH2:40][CH2:10][O:11][C:12]2[CH:17]=[CH:16][N:15]=[C:14]([CH2:18][S:19]([C:21]3[NH:25][C:24]4[CH:26]=[CH:27][CH:28]=[CH:29][C:23]=4[N:22]=3)=[O:20])[C:13]=2[CH3:30])[O:39][CH2:38][CH2:37][CH2:36][O:35]1. (3) Given the reactants [Cl:1][C:2]1[CH:7]=[C:6]([F:8])[C:5]([S:9]([NH:12][CH2:13][C:14]2[C:15]([NH:27][CH:28]3[CH2:33][CH2:32][O:31][CH2:30][CH2:29]3)=[C:16]3[CH:24]=[N:23][N:22]([CH2:25][CH3:26])[C:17]3=[N:18][C:19]=2[CH2:20][CH3:21])(=[O:11])=[O:10])=[CH:4][C:3]=1[C:34]([NH:36][CH2:37][C:38]1[CH:39]=[CH:40][C:41]([F:65])=[C:42]([C:44]2[CH:49]=[CH:48][CH:47]=[C:46]([CH2:50][N:51]3[CH2:56][CH2:55][N:54](C(OC(C)(C)C)=O)[C@@H:53]([CH3:64])[CH2:52]3)[CH:45]=2)[CH:43]=1)=[O:35], predict the reaction product. The product is: [Cl:1][C:2]1[CH:7]=[C:6]([F:8])[C:5]([S:9]([NH:12][CH2:13][C:14]2[C:15]([NH:27][CH:28]3[CH2:29][CH2:30][O:31][CH2:32][CH2:33]3)=[C:16]3[CH:24]=[N:23][N:22]([CH2:25][CH3:26])[C:17]3=[N:18][C:19]=2[CH2:20][CH3:21])(=[O:11])=[O:10])=[CH:4][C:3]=1[C:34]([NH:36][CH2:37][C:38]1[CH:43]=[C:42]([C:44]2[CH:49]=[CH:48][CH:47]=[C:46]([CH2:50][N:51]3[CH2:56][CH2:55][NH:54][C@@H:53]([CH3:64])[CH2:52]3)[CH:45]=2)[C:41]([F:65])=[CH:40][CH:39]=1)=[O:35]. (4) The product is: [CH2:34]([O:33][C:31]([N:3]1[CH2:4][CH2:5][C:6]2[N:7]([CH2:15][C:16]([O:18][CH2:19][CH3:20])=[O:17])[C:8]3[CH:9]=[CH:10][CH:11]=[CH:12][C:13]=3[C:14]=2[CH2:2]1)=[O:32])[C:35]1[CH:40]=[CH:39][CH:38]=[CH:37][CH:36]=1. Given the reactants Cl.[CH2:2]1[C:14]2[C:13]3[CH:12]=[CH:11][CH:10]=[CH:9][C:8]=3[N:7]([CH2:15][C:16]([O:18][CH2:19][CH3:20])=[O:17])[C:6]=2[CH2:5][CH2:4][NH:3]1.CCN(C(C)C)C(C)C.Cl[C:31]([O:33][CH2:34][C:35]1[CH:40]=[CH:39][CH:38]=[CH:37][CH:36]=1)=[O:32].Cl, predict the reaction product.